Dataset: Forward reaction prediction with 1.9M reactions from USPTO patents (1976-2016). Task: Predict the product of the given reaction. (1) Given the reactants [CH2:1]1[CH2:12][CH2:11][CH2:10][CH2:9][CH2:8][CH2:7][CH2:6][CH2:5][CH2:4][CH2:3][CH2:2]1.N(OC(C)(C)C)=[O:14].ON1C(=O)C2=CC=CC=C2C1=O.C1(=NO)CCCCCCCCCCC1.[N+](C1CCCCCCCCCCC1)([O-])=O, predict the reaction product. The product is: [C:1]1(=[O:14])[CH2:12][CH2:11][CH2:10][CH2:9][CH2:8][CH2:7][CH2:6][CH2:5][CH2:4][CH2:3][CH2:2]1. (2) The product is: [CH2:12]([O:19][C:20]([C@H:21]1[NH:22][C:24](=[O:25])[CH2:23]1)=[O:34])[C:13]1[CH:18]=[CH:17][CH:16]=[CH:15][CH:14]=1. Given the reactants C1(C)C=CC(S(O)(=O)=O)=CC=1.[CH2:12]([O:19][C:20](=[O:34])[C@H:21]([CH2:23][C:24](OCC1C=CC=CC=1)=[O:25])[NH2:22])[C:13]1[CH:18]=[CH:17][CH:16]=[CH:15][CH:14]=1.C(N(CC)CC)C.C([Mg]Cl)(C)(C)C.C(Cl)Cl, predict the reaction product. (3) Given the reactants [Br:1][C:2]1[CH:3]=[C:4]([CH:8]=[CH:9][C:10]=1[F:11])[C:5](O)=[O:6].CCN=C=NCCCN(C)C.Cl.[CH3:24][Si:25]([CH2:28][NH2:29])([CH3:27])[CH3:26], predict the reaction product. The product is: [Br:1][C:2]1[CH:3]=[C:4]([CH:8]=[CH:9][C:10]=1[F:11])[C:5]([NH:29][CH2:28][Si:25]([CH3:27])([CH3:26])[CH3:24])=[O:6]. (4) Given the reactants ClC1C(C(OC)=O)=CC=C2C=1C=CN2.[NH2:15][C:16]1[C:25]([CH2:26][CH2:27][CH3:28])=[CH:24][C:19]([C:20]([O:22][CH3:23])=[O:21])=[C:18]([Cl:29])[C:17]=1[C:30]#[CH:31], predict the reaction product. The product is: [Cl:29][C:18]1[C:19]([C:20]([O:22][CH3:23])=[O:21])=[CH:24][C:25]([CH2:26][CH2:27][CH3:28])=[C:16]2[C:17]=1[CH:30]=[CH:31][NH:15]2. (5) Given the reactants [N+]([O-])([O-])=[O:2].[NH4+].[Ce].[F:7][C:8]1[CH:13]=[CH:12][C:11]([C:14]2[S:15][C:16]3[CH:22]=[C:21]([O:23][CH3:24])[CH:20]=[C:19]([O:25]C)[C:17]=3[N:18]=2)=[CH:10][CH:9]=1, predict the reaction product. The product is: [F:7][C:8]1[CH:13]=[CH:12][C:11]([C:14]2[S:15][C:16]3[C:22](=[O:2])[C:21]([O:23][CH3:24])=[CH:20][C:19](=[O:25])[C:17]=3[N:18]=2)=[CH:10][CH:9]=1. (6) Given the reactants [CH:1]1([N:7]2[C:12]([OH:13])=[C:11]([C:14]([NH:16][CH2:17][C:18]([O:20]CC)=[O:19])=[O:15])[C:10](=[O:23])[NH:9][C:8]2=[O:24])[CH2:6][CH2:5][CH2:4][CH2:3][CH2:2]1.C(=O)([O-])[O-].[K+].[K+].[CH:31]([C:34]1[CH:41]=[CH:40][C:37]([CH2:38]Cl)=[CH:36][CH:35]=1)([CH3:33])[CH3:32].Cl, predict the reaction product. The product is: [CH:1]1([N:7]2[C:12]([OH:13])=[C:11]([C:14]([NH:16][CH2:17][C:18]([OH:20])=[O:19])=[O:15])[C:10](=[O:23])[N:9]([CH2:38][C:37]3[CH:40]=[CH:41][C:34]([CH:31]([CH3:33])[CH3:32])=[CH:35][CH:36]=3)[C:8]2=[O:24])[CH2:6][CH2:5][CH2:4][CH2:3][CH2:2]1. (7) Given the reactants [NH:1]1[C:5]2[CH:6]=[CH:7][CH:8]=[CH:9][C:4]=2[N:3]=[C:2]1[CH2:10][N:11]1[C@@H:24]2[C@@H:15]([CH2:16][CH2:17][C:18]3[C:23]2=[N:22][CH:21]=[CH:20][CH:19]=3)[CH2:14][CH2:13][CH2:12]1.C(=O)([O-])[O-].[K+].[K+].[I-].[K+].Cl.Cl[CH2:35][CH2:36][CH2:37][N:38]([CH3:40])[CH3:39], predict the reaction product. The product is: [N:11]1([CH2:10][C:2]2[N:3]([CH2:35][CH2:36][CH2:37][N:38]([CH3:40])[CH3:39])[C:4]3[CH:9]=[CH:8][CH:7]=[CH:6][C:5]=3[N:1]=2)[C@@H:24]2[C@@H:15]([CH2:16][CH2:17][C:18]3[C:23]2=[N:22][CH:21]=[CH:20][CH:19]=3)[CH2:14][CH2:13][CH2:12]1. (8) Given the reactants [Cl:1][C:2]1[CH:7]=[CH:6][C:5]([C@@H:8]([CH:12]2[CH2:14][CH2:13]2)[C:9](O)=[O:10])=[CH:4][CH:3]=1, predict the reaction product. The product is: [Cl:1][C:2]1[CH:3]=[CH:4][C:5]([C@@H:8]([CH:12]2[CH2:14][CH2:13]2)[CH2:9][OH:10])=[CH:6][CH:7]=1. (9) Given the reactants [NH2:1][CH2:2][C@@H:3]1[C@@H:11]([C@@:12]2([CH3:21])[CH2:17][CH2:16][C@H:15]([OH:18])[CH2:14][C@@H:13]2[CH2:19][OH:20])[CH2:10][CH2:9][C@@:8]2([CH3:22])[C@H:4]1[CH2:5][CH2:6][C:7]2=[CH2:23].[CH3:24][N:25]=[C:26]=[S:27], predict the reaction product. The product is: [OH:18][C@H:15]1[CH2:16][CH2:17][C@@:12]([C@H:11]2[CH2:10][CH2:9][C@@:8]3([CH3:22])[C@@H:4]([CH2:5][CH2:6][C:7]3=[CH2:23])[C@@H:3]2[CH2:2][NH:1][C:26]([NH:25][CH3:24])=[S:27])([CH3:21])[C@@H:13]([CH2:19][OH:20])[CH2:14]1.